From a dataset of Reaction yield outcomes from USPTO patents with 853,638 reactions. Predict the reaction yield, written as a fraction of the theoretical maximum amount of product (1.0 means a 100% yield; for example, 0.34 means a 34% yield). (1) The reactants are [OH:1][CH:2]([C:4]1[CH:12]=[CH:11][C:7]([C:8]([O-:10])=[O:9])=[CH:6][CH:5]=1)[CH3:3].[C:13]1(P(C2C=CC=CC=2)C2C=CC=CC=2)C=CC=CC=1.[N:32]1[CH:37]=[CH:36][C:35](O)=[CH:34][CH:33]=1.CC(OC(/N=N/C(OC(C)C)=O)=O)C. The catalyst is O1CCCC1. The product is [N:32]1[CH:37]=[CH:36][C:35]([O:1][CH:2]([C:4]2[CH:12]=[CH:11][C:7]([C:8]([O:10][CH3:13])=[O:9])=[CH:6][CH:5]=2)[CH3:3])=[CH:34][CH:33]=1. The yield is 0.350. (2) The reactants are Cl[C:2]1[N:11]=[C:10]([N:12]2[CH2:17][CH2:16][O:15][CH2:14][CH2:13]2)[C:9]2[C:4](=[C:5]3[CH:20]=[CH:19][N:18]([CH3:21])[C:6]3=[CH:7][CH:8]=2)[N:3]=1.[CH:22]([C:24]1[CH:25]=[C:26](B(O)O)[CH:27]=[CH:28][CH:29]=1)=[O:23].C([O-])([O-])=O.[Na+].[Na+]. The catalyst is C1C=CC([P]([Pd]([P](C2C=CC=CC=2)(C2C=CC=CC=2)C2C=CC=CC=2)([P](C2C=CC=CC=2)(C2C=CC=CC=2)C2C=CC=CC=2)[P](C2C=CC=CC=2)(C2C=CC=CC=2)C2C=CC=CC=2)(C2C=CC=CC=2)C2C=CC=CC=2)=CC=1.C(COC)OC. The product is [CH3:21][N:18]1[C:6]2=[CH:7][CH:8]=[C:9]3[C:4]([N:3]=[C:2]([C:28]4[CH:29]=[C:24]([CH:25]=[CH:26][CH:27]=4)[CH:22]=[O:23])[N:11]=[C:10]3[N:12]3[CH2:17][CH2:16][O:15][CH2:14][CH2:13]3)=[C:5]2[CH:20]=[CH:19]1. The yield is 0.600. (3) The reactants are [I:1][C:2]1[CH:7]=[CH:6][N:5]=[C:4]([C:8]([OH:10])=[O:9])[CH:3]=1.S(=O)(=O)(O)O.[CH3:16]O. No catalyst specified. The product is [CH3:16][O:9][C:8](=[O:10])[C:4]1[CH:3]=[C:2]([I:1])[CH:7]=[CH:6][N:5]=1. The yield is 0.900. (4) The reactants are [F:1][C:2]([F:15])([F:14])[C:3]1[CH:4]=[C:5](Br)[CH:6]=[C:7]([C:9]([F:12])([F:11])[F:10])[CH:8]=1.Cl.[OH:17][C@H:18]1[CH2:22][CH2:21][NH:20][CH2:19]1.C1(P(C2C=CC=CC=2)C2C=CC3C(=CC=CC=3)C=2C2C3C(=CC=CC=3)C=CC=2P(C2C=CC=CC=2)C2C=CC=CC=2)C=CC=CC=1.CC(C)([O-])C.[Na+]. The catalyst is C1(C)C=CC=CC=1.C1C=CC(/C=C/C(/C=C/C2C=CC=CC=2)=O)=CC=1.C1C=CC(/C=C/C(/C=C/C2C=CC=CC=2)=O)=CC=1.C1C=CC(/C=C/C(/C=C/C2C=CC=CC=2)=O)=CC=1.[Pd].[Pd].O. The product is [F:1][C:2]([F:15])([F:14])[C:3]1[CH:4]=[C:5]([N:20]2[CH2:21][CH2:22][C@H:18]([OH:17])[CH2:19]2)[CH:6]=[C:7]([C:9]([F:12])([F:11])[F:10])[CH:8]=1. The yield is 0.280.